This data is from Reaction yield outcomes from USPTO patents with 853,638 reactions. The task is: Predict the reaction yield, written as a fraction of the theoretical maximum amount of product (1.0 means a 100% yield; for example, 0.34 means a 34% yield). The reactants are [NH2:1][CH2:2][CH2:3][CH2:4][O:5][C:6]1[CH:11]=[CH:10][C:9]([F:12])=[CH:8][C:7]=1[C@H:13]1[CH2:17][CH2:16][CH2:15][N:14]1[C:18]1[CH:23]=[CH:22][N:21]2[N:24]=[CH:25][C:26]([CH2:27]O)=[C:20]2[N:19]=1.C1C=CC(P(C2C=CC=CC=2)C2C=CC=CC=2)=CC=1.ClC(Cl)(Cl)Cl. The catalyst is C(Cl)Cl. The product is [F:12][C:9]1[CH:8]=[C:7]2[C:6](=[CH:11][CH:10]=1)[O:5][CH2:4][CH2:3][CH2:2][NH:1][CH2:27][C:26]1=[C:20]3[N:19]=[C:18]([CH:23]=[CH:22][N:21]3[N:24]=[CH:25]1)[N:14]1[C@@H:13]2[CH2:17][CH2:16][CH2:15]1. The yield is 0.575.